This data is from Drug-target binding data from BindingDB using IC50 measurements. The task is: Regression. Given a target protein amino acid sequence and a drug SMILES string, predict the binding affinity score between them. We predict pIC50 (pIC50 = -log10(IC50 in M); higher means more potent). Dataset: bindingdb_ic50. (1) The small molecule is C=CCn1c(N)c(C(=O)NCCC2=CCCCC2)sc1=S. The target protein (P04585) has sequence MGARASVLSGGELDRWEKIRLRPGGKKKYKLKHIVWASRELERFAVNPGLLETSEGCRQILGQLQPSLQTGSEELRSLYNTVATLYCVHQRIEIKDTKEALDKIEEEQNKSKKKAQQAAADTGHSNQVSQNYPIVQNIQGQMVHQAISPRTLNAWVKVVEEKAFSPEVIPMFSALSEGATPQDLNTMLNTVGGHQAAMQMLKETINEEAAEWDRVHPVHAGPIAPGQMREPRGSDIAGTTSTLQEQIGWMTNNPPIPVGEIYKRWIILGLNKIVRMYSPTSILDIRQGPKEPFRDYVDRFYKTLRAEQASQEVKNWMTETLLVQNANPDCKTILKALGPAATLEEMMTACQGVGGPGHKARVLAEAMSQVTNSATIMMQRGNFRNQRKIVKCFNCGKEGHTARNCRAPRKKGCWKCGKEGHQMKDCTERQANFLREDLAFLQGKAREFSSEQTRANSPTRRELQVWGRDNNSPSEAGADRQGTVSFNFPQVTLWQRPLVT.... The pIC50 is 5.4. (2) The small molecule is COc1cc(C(=O)CCN2CCC(c3ccccc3)C2)cc(OC)c1OC. The target protein (P30679) has sequence MARSLTWRCCPWCLTEDEKAAARVDQEINRILLEQKKQDRGELKLLLLGPGESGKSTFIKQMRIIHGAGYSEEERKGFRPLVYQNIFVSMRAMIEAMERLQIPFSRPESKHHASLVMSQDPYKVTTFEKRYAAAMQWLWRDAGIRAYYERRREFHLLDSAVYYLSHLERITEEGYVPTAQDVLRSRMPTTGINEYCFSVQKTNLRIVDVGGQKSERKKWIHCFENVIALIYLASLSEYDQCLEENNQENRMKESLALFGTILELPWFKSTSVILFLNKTDILEEKIPTSHLATYFPSFQGPKQDAEAAKRFILDMYTRMYTGCVDGPEGSKKGARSRRLFSHYTCATDTQNIRKVFKDVRDSVLARYLDEINLL. The pIC50 is 4.5. (3) The compound is CC#Cc1cncc(-c2ccc3c(c2)C2(N=C(C)C(N)=N2)C2(CCC2)C3)c1. The target protein sequence is MAQALPWLLLWMGAGVLPAHGTQHGIRLPLRSGLGGAPLGLRLPRETDEEPEEPGRRGSFVEMVDNLRGKSGQGYYVEMTVGSPPQTLNILVDTGSSNFAVGAAPHPFLHRYYQRQLSSTYRDLRKGVYVPYTQGKWEGELGTDLVSIPHGPNVTVRANIAAITESDKFFINGSNWEGILGLAYAEIARPDDSLEPFFDSLVKQTHVPNLFSLQLCGAGFPLNQSEVLASVGGSMIIGGIDHSLYTGSLWYTPIRREWYYEVIIVRVEINGQDLKMDCKEYNYDKSIVDSGTTNLRLPKKVFEAAVKSIKAASSTEKFPDGFWLGEQLVCWQAGTTPWNIFPVISLYLMGEVTNQSFRITILPQQYLRPVEDVATSQDDCYKFAISQSSTGTVMGAVIMEGFYVVFDRARKRIGFAVSACHVHDEFRTAAVEGPFVTLDMEDCGYNIPQTDESTLMTIAY. The pIC50 is 7.5.